Dataset: Full USPTO retrosynthesis dataset with 1.9M reactions from patents (1976-2016). Task: Predict the reactants needed to synthesize the given product. (1) Given the product [F:14][C:2]([F:1])([F:13])[CH:3]1[O:7][N:6]=[C:5]([CH2:8][OH:9])[CH2:4]1, predict the reactants needed to synthesize it. The reactants are: [F:1][C:2]([F:14])([F:13])[CH:3]1[O:7][N:6]=[C:5]([C:8](OCC)=[O:9])[CH2:4]1.[BH4-].[Na+].[NH4+].[Cl-]. (2) Given the product [C:9]1([S:8][CH2:7][CH2:6][CH2:5][CH2:4][CH2:3][CH2:2][N:15]2[CH2:20][CH2:19][CH:18]([C:21]3[CH:22]=[C:23]([NH:27][C:28](=[O:31])[CH2:29][CH3:30])[CH:24]=[CH:25][CH:26]=3)[CH2:17][CH2:16]2)[CH:14]=[CH:13][CH:12]=[CH:11][CH:10]=1, predict the reactants needed to synthesize it. The reactants are: Cl[CH2:2][CH2:3][CH2:4][CH2:5][CH2:6][CH2:7][S:8][C:9]1[CH:14]=[CH:13][CH:12]=[CH:11][CH:10]=1.[NH:15]1[CH2:20][CH2:19][CH:18]([C:21]2[CH:22]=[C:23]([NH:27][C:28](=[O:31])[CH2:29][CH3:30])[CH:24]=[CH:25][CH:26]=2)[CH2:17][CH2:16]1.